From a dataset of Full USPTO retrosynthesis dataset with 1.9M reactions from patents (1976-2016). Predict the reactants needed to synthesize the given product. (1) Given the product [F:33][C:32]([F:35])([F:34])[C:36]([OH:37])=[O:39].[C:1]([O:5][C:6]([N:8]1[CH2:11][CH:10]([O:12][C:13]2[C:14]3[CH2:22][N:21]([C:24]4[CH:29]=[N:28][C:27]([O:30][CH3:31])=[C:26]([C:32]([F:35])([F:34])[F:33])[CH:25]=4)[CH2:20][CH2:19][C:15]=3[N:16]=[CH:17][N:18]=2)[CH2:9]1)=[O:7])([CH3:4])([CH3:2])[CH3:3], predict the reactants needed to synthesize it. The reactants are: [C:1]([O:5][C:6]([N:8]1[CH2:11][CH:10]([O:12][C:13]2[C:14]3[CH2:22][NH:21][CH2:20][CH2:19][C:15]=3[N:16]=[CH:17][N:18]=2)[CH2:9]1)=[O:7])([CH3:4])([CH3:3])[CH3:2].Br[C:24]1[CH:25]=[C:26]([C:32]([F:35])([F:34])[F:33])[C:27]([O:30][CH3:31])=[N:28][CH:29]=1.[C:36](=[O:39])([O-])[O-:37].[Cs+].[Cs+].CC(C1C=C(C(C)C)C(C2C=CC=CC=2P(C2CCCCC2)C2CCCCC2)=C(C(C)C)C=1)C. (2) Given the product [NH2:12][CH2:2][CH:3]([OH:11])[CH2:4][N:5]1[CH2:10][CH2:9][O:8][CH2:7][CH2:6]1, predict the reactants needed to synthesize it. The reactants are: Cl[CH2:2][CH:3]([OH:11])[CH2:4][N:5]1[CH2:10][CH2:9][O:8][CH2:7][CH2:6]1.[NH3:12].